From a dataset of Reaction yield outcomes from USPTO patents with 853,638 reactions. Predict the reaction yield, written as a fraction of the theoretical maximum amount of product (1.0 means a 100% yield; for example, 0.34 means a 34% yield). (1) The reactants are [C:1]([NH:6][C:7]1[CH:12]=[CH:11][C:10]([CH:13]2[C:22]([CH3:24])([CH3:23])[CH2:21][C:20]3[C:15](=[CH:16][CH:17]=[C:18]([C:25]([O:27]C)=[O:26])[CH:19]=3)[NH:14]2)=[CH:9][CH:8]=1)(=[O:5])[CH:2]([CH3:4])[CH3:3].[OH-].[Na+]. The catalyst is CO.O. The product is [C:1]([NH:6][C:7]1[CH:8]=[CH:9][C:10]([CH:13]2[C:22]([CH3:23])([CH3:24])[CH2:21][C:20]3[C:15](=[CH:16][CH:17]=[C:18]([C:25]([OH:27])=[O:26])[CH:19]=3)[NH:14]2)=[CH:11][CH:12]=1)(=[O:5])[CH:2]([CH3:4])[CH3:3]. The yield is 0.920. (2) The reactants are Cl.[Br:2][C:3]1[CH:8]=[CH:7][C:6]([CH:9]2[CH2:13][CH2:12][CH2:11][NH:10]2)=[CH:5][CH:4]=1.C=O.[BH-](OC(C)=O)(OC(C)=O)O[C:18](C)=O.[Na+]. The catalyst is CO. The product is [Br:2][C:3]1[CH:4]=[CH:5][C:6]([CH:9]2[CH2:13][CH2:12][CH2:11][N:10]2[CH3:18])=[CH:7][CH:8]=1. The yield is 1.00. (3) The reactants are [H-].[Na+].[C:3]([O:11][CH2:12][CH3:13])(=[O:10])[CH2:4][C:5]([O:7][CH2:8][CH3:9])=[O:6].Cl[C:15]1[C:20]([N+:21]([O-:23])=[O:22])=[CH:19][CH:18]=[CH:17][N:16]=1.[Cl-].[NH4+]. The catalyst is CS(C)=O. The product is [N+:21]([C:20]1[C:15]([CH:4]([C:5]([O:7][CH2:8][CH3:9])=[O:6])[C:3]([O:11][CH2:12][CH3:13])=[O:10])=[N:16][CH:17]=[CH:18][CH:19]=1)([O-:23])=[O:22]. The yield is 0.700. (4) The catalyst is C1COCC1. The yield is 0.680. The reactants are [CH2:1]([O:8][C:9]1[CH:14]=[CH:13][C:12]([OH:15])=[C:11]([CH2:16][CH2:17][CH3:18])[CH:10]=1)[C:2]1[CH:7]=[CH:6][CH:5]=[CH:4][CH:3]=1.[CH3:19][C:20]1[O:24][C:23]([C:25]2[CH:30]=[CH:29][CH:28]=[CH:27][CH:26]=2)=[N:22][C:21]=1[CH2:31][CH2:32]O.C1(P(C2C=CC=CC=2)C2C=CC=CC=2)C=CC=CC=1.N(C(OC(C)C)=O)=NC(OC(C)C)=O. The product is [CH2:1]([O:8][C:9]1[CH:14]=[CH:13][C:12]([O:15][CH2:32][CH2:31][C:21]2[N:22]=[C:23]([C:25]3[CH:30]=[CH:29][CH:28]=[CH:27][CH:26]=3)[O:24][C:20]=2[CH3:19])=[C:11]([CH2:16][CH2:17][CH3:18])[CH:10]=1)[C:2]1[CH:3]=[CH:4][CH:5]=[CH:6][CH:7]=1. (5) The catalyst is O. The yield is 0.950. The reactants are [CH3:1][C:2]1[O:6][C:5]([C:7]2[CH:16]=[CH:15][C:14]3[C:9](=[CH:10][CH:11]=[CH:12][CH:13]=3)[CH:8]=2)=[N:4][C:3]=1[CH2:17][O:18][C:19]1[CH:26]=[CH:25][C:22]([CH:23]=[O:24])=[CH:21][CH:20]=1.O1CCCC1.CO.[BH4-].[Na+]. The product is [CH3:1][C:2]1[O:6][C:5]([C:7]2[CH:16]=[CH:15][C:14]3[C:9](=[CH:10][CH:11]=[CH:12][CH:13]=3)[CH:8]=2)=[N:4][C:3]=1[CH2:17][O:18][C:19]1[CH:20]=[CH:21][C:22]([CH2:23][OH:24])=[CH:25][CH:26]=1.